From a dataset of Forward reaction prediction with 1.9M reactions from USPTO patents (1976-2016). Predict the product of the given reaction. (1) Given the reactants [N:1]1[C:6]([C:7]([O:9]C(C)(C)C)=[O:8])=[CH:5][CH:4]=[C:3]([C:14]2[CH:15]=[N:16][CH:17]=[CH:18][CH:19]=2)[CH:2]=1, predict the reaction product. The product is: [N:1]1[C:6]([C:7]([OH:9])=[O:8])=[CH:5][CH:4]=[C:3]([C:14]2[CH:15]=[N:16][CH:17]=[CH:18][CH:19]=2)[CH:2]=1. (2) Given the reactants [CH:1](=O)[C:2]1[CH:7]=[CH:6][CH:5]=[C:4]([O:8][CH3:9])[CH:3]=1.[CH:11]1([NH2:17])[CH2:16][CH2:15][CH2:14][CH2:13][CH2:12]1.C([BH3-])#N.[Na+].Cl, predict the reaction product. The product is: [CH3:9][O:8][C:4]1[CH:3]=[C:2]([CH:7]=[CH:6][CH:5]=1)[CH2:1][NH:17][CH:11]1[CH2:16][CH2:15][CH2:14][CH2:13][CH2:12]1. (3) Given the reactants [CH3:1][C:2]1[CH:6]=[C:5]([OH:7])[N:4]([C:8]2[CH:13]=[CH:12][CH:11]=[CH:10][CH:9]=2)[N:3]=1.[OH-].[Ca+2].[OH-].Cl[C:18]([O:20][CH2:21][C:22]1[CH:27]=[CH:26][CH:25]=[CH:24][CH:23]=1)=[O:19].Cl, predict the reaction product. The product is: [CH3:1][C:2]1[NH:3][N:4]([C:8]2[CH:9]=[CH:10][CH:11]=[CH:12][CH:13]=2)[C:5](=[O:7])[C:6]=1[C:18]([O:20][CH2:21][C:22]1[CH:27]=[CH:26][CH:25]=[CH:24][CH:23]=1)=[O:19]. (4) The product is: [CH3:17][O:16][C:12]1[CH:11]=[C:10]([C:4]2([NH2:1])[CH2:9][CH2:8][CH2:7][CH2:6][CH2:5]2)[CH:15]=[CH:14][CH:13]=1. Given the reactants [N:1]([C:4]1([C:10]2[CH:15]=[CH:14][CH:13]=[C:12]([O:16][CH3:17])[CH:11]=2)[CH2:9][CH2:8][CH2:7][CH2:6][CH2:5]1)=[N+]=[N-].[H-].[H-].[H-].[H-].[Li+].[Al+3].[OH-].[Na+].O, predict the reaction product. (5) The product is: [CH:1]([C:4]1[C:12]2[O:11][CH:10]([CH2:13][NH:14][C:25](=[O:26])[O:27][CH2:28][C:29]3[CH:34]=[CH:33][CH:32]=[CH:31][CH:30]=3)[CH2:9][C:8]=2[CH:7]=[CH:6][CH:5]=1)([CH3:3])[CH3:2]. Given the reactants [CH:1]([C:4]1[C:12]2[O:11][CH:10]([CH2:13][NH2:14])[CH2:9][C:8]=2[CH:7]=[CH:6][CH:5]=1)([CH3:3])[CH3:2].C(N(C(C)C)CC)(C)C.Cl[C:25]([O:27][CH2:28][C:29]1[CH:34]=[CH:33][CH:32]=[CH:31][CH:30]=1)=[O:26], predict the reaction product. (6) Given the reactants FC(F)(F)C(O)=O.C(N)CN.[F:12][C:13]([F:54])([CH2:47][C:48]1[CH:53]=[CH:52][CH:51]=[CH:50][CH:49]=1)[C@H:14]([NH:16][C:17]([C:19]1[C:27]2[C:22](=[N:23][CH:24]=[C:25]([C:28]3[C:36]4[C:31](=[CH:32][C:33]([F:37])=[CH:34][CH:35]=4)[N:30]([CH3:38])[N:29]=3)[N:26]=2)[N:21](COCC[Si](C)(C)C)[CH:20]=1)=[O:18])[CH3:15], predict the reaction product. The product is: [F:54][C:13]([F:12])([CH2:47][C:48]1[CH:53]=[CH:52][CH:51]=[CH:50][CH:49]=1)[C@H:14]([NH:16][C:17]([C:19]1[C:27]2[C:22](=[N:23][CH:24]=[C:25]([C:28]3[C:36]4[C:31](=[CH:32][C:33]([F:37])=[CH:34][CH:35]=4)[N:30]([CH3:38])[N:29]=3)[N:26]=2)[NH:21][CH:20]=1)=[O:18])[CH3:15]. (7) Given the reactants [H-].[Na+].[C:3]1(=[O:18])[N:7]([CH2:8][C@@H:9]([OH:12])[CH2:10]Br)[C:6](=[O:13])[C:5]2=[CH:14][CH:15]=[CH:16][CH:17]=[C:4]12.C(O)(=O)C.O, predict the reaction product. The product is: [C:3]1(=[O:18])[N:7]([CH2:8][C@@H:9]2[CH2:10][O:12]2)[C:6](=[O:13])[C:5]2=[CH:14][CH:15]=[CH:16][CH:17]=[C:4]12. (8) Given the reactants C(OC([N:8]1[CH2:13][CH2:12][CH:11]([CH2:14][N:15]2[CH2:20][CH2:19][N:18]([S:21]([C:24]3[CH2:25][O:26][C:27]4[CH:33]=[C:32]([Cl:34])[CH:31]=[CH:30][C:28]=4[CH:29]=3)(=[O:23])=[O:22])[CH2:17][C:16]2=[O:35])[CH2:10][CH2:9]1)=O)(C)(C)C.Cl, predict the reaction product. The product is: [ClH:34].[Cl:34][C:32]1[CH:31]=[CH:30][C:28]2[CH:29]=[C:24]([S:21]([N:18]3[CH2:19][CH2:20][N:15]([CH2:14][CH:11]4[CH2:10][CH2:9][NH:8][CH2:13][CH2:12]4)[C:16](=[O:35])[CH2:17]3)(=[O:22])=[O:23])[CH2:25][O:26][C:27]=2[CH:33]=1. (9) The product is: [CH:1]1([CH2:4][N:5]2[C:6]3=[N:7][CH:8]=[C:9]([N+:13]([O-:15])=[O:14])[CH:10]=[C:11]3[N:12]=[C:26]2[CH2:25][C:22]2[CH:23]=[CH:24][C:19]([O:18][CH2:16][CH3:17])=[CH:20][CH:21]=2)[CH2:2][CH2:3]1. Given the reactants [CH:1]1([CH2:4][NH:5][C:6]2[C:11]([NH2:12])=[CH:10][C:9]([N+:13]([O-:15])=[O:14])=[CH:8][N:7]=2)[CH2:3][CH2:2]1.[CH2:16]([O:18][C:19]1[CH:24]=[CH:23][C:22]([CH2:25][C:26](Cl)=O)=[CH:21][CH:20]=1)[CH3:17], predict the reaction product. (10) The product is: [Cl:1][C:2]1[CH:3]=[C:4]([C:8]2[C:16]([C:17]3[CH:22]=[CH:21][N:20]=[C:19]([NH:23][CH:24]4[CH2:28][CH2:27][CH2:26][CH2:25]4)[N:18]=3)=[C:15]3[N:10]([C:11]([NH:47][CH:42]4[CH2:46][CH2:45][CH2:44][CH2:43]4)=[N:12][CH:13]=[CH:14]3)[N:9]=2)[CH:5]=[CH:6][CH:7]=1. Given the reactants [Cl:1][C:2]1[CH:3]=[C:4]([C:8]2[C:16]([C:17]3[CH:22]=[CH:21][N:20]=[C:19]([NH:23][CH:24]4[CH2:28][CH2:27][CH2:26][CH2:25]4)[N:18]=3)=[C:15]3[N:10]([C:11](SC)=[N:12][CH:13]=[CH:14]3)[N:9]=2)[CH:5]=[CH:6][CH:7]=1.ClC1C=C(C=CC=1)C(OO)=O.[CH:42]1([NH2:47])[CH2:46][CH2:45][CH2:44][CH2:43]1, predict the reaction product.